Dataset: Reaction yield outcomes from USPTO patents with 853,638 reactions. Task: Predict the reaction yield, written as a fraction of the theoretical maximum amount of product (1.0 means a 100% yield; for example, 0.34 means a 34% yield). (1) The reactants are Br[C:2]1[CH:3]=[N:4][C:5]([C:8]([O:10][CH3:11])=[O:9])=[N:6][CH:7]=1.[Cu][C:13]#[N:14]. The catalyst is CC(N(C)C)=O. The product is [C:13]([C:2]1[CH:3]=[N:4][C:5]([C:8]([O:10][CH3:11])=[O:9])=[N:6][CH:7]=1)#[N:14]. The yield is 0.480. (2) The reactants are Br[C:2]1[C:3]([NH2:22])=[N:4][CH:5]=[C:6]([C:8]2[CH:13]=[CH:12][C:11]([O:14][Si:15]([C:18]([CH3:21])([CH3:20])[CH3:19])([CH3:17])[CH3:16])=[CH:10][CH:9]=2)[N:7]=1.[C:23]1([C:29](B(O)O)=[CH2:30])[CH:28]=[CH:27][CH:26]=[CH:25][CH:24]=1.C([O-])([O-])=O.[Na+].[Na+].O. The catalyst is C1(C)C=CC=CC=1.C(O)C.Cl[Pd](Cl)([P](C1C=CC=CC=1)(C1C=CC=CC=1)C1C=CC=CC=1)[P](C1C=CC=CC=1)(C1C=CC=CC=1)C1C=CC=CC=1. The product is [Si:15]([O:14][C:11]1[CH:12]=[CH:13][C:8]([C:6]2[N:7]=[C:2]([C:29]([C:23]3[CH:28]=[CH:27][CH:26]=[CH:25][CH:24]=3)=[CH2:30])[C:3]([NH2:22])=[N:4][CH:5]=2)=[CH:9][CH:10]=1)([C:18]([CH3:21])([CH3:20])[CH3:19])([CH3:17])[CH3:16]. The yield is 0.782.